Dataset: Catalyst prediction with 721,799 reactions and 888 catalyst types from USPTO. Task: Predict which catalyst facilitates the given reaction. Reactant: C(Cl)(Cl)Cl.[F:5][C:6]1[CH:7]=[C:8]([CH:12]2[C:16]([OH:17])=[C:15]([C:18]([CH3:20])=[O:19])[CH2:14][S:13]2)[CH:9]=[CH:10][CH:11]=1.S(Cl)(Cl)(=O)=O. Product: [F:5][C:6]1[CH:7]=[C:8]([C:12]2[S:13][CH:14]=[C:15]([C:18]([CH3:20])=[O:19])[C:16]=2[OH:17])[CH:9]=[CH:10][CH:11]=1. The catalyst class is: 6.